The task is: Predict the reaction yield, written as a fraction of the theoretical maximum amount of product (1.0 means a 100% yield; for example, 0.34 means a 34% yield).. This data is from Reaction yield outcomes from USPTO patents with 853,638 reactions. (1) The reactants are C([O:8][C:9]1[CH:14]=[C:13]([O:15]CC2C=CC=CC=2)[CH:12]=[CH:11][C:10]=1[CH:23]1[CH2:28][CH2:27][N:26]([C:29]([C:31]2[CH:36]=[CH:35][CH:34]=[CH:33][CH:32]=2)=[O:30])[CH2:25][CH2:24]1)C1C=CC=CC=1. The catalyst is CO.[Pd]. The product is [OH:8][C:9]1[CH:14]=[C:13]([OH:15])[CH:12]=[CH:11][C:10]=1[CH:23]1[CH2:24][CH2:25][N:26]([C:29]([C:31]2[CH:32]=[CH:33][CH:34]=[CH:35][CH:36]=2)=[O:30])[CH2:27][CH2:28]1. The yield is 0.960. (2) The reactants are [C:1]([C:5]1[CH:10]=[C:9]([CH3:11])[C:8]([N+:12]([O-:14])=[O:13])=[CH:7][C:6]=1[N+:15]([O-:17])=[O:16])([CH3:4])([CH3:3])[CH3:2].C(C1C=CC([N+]([O-])=O)=C(C)C=1[N+]([O-])=O)(C)(C)C.C[C:36]([N:38]([CH3:40])[CH3:39])=O. The catalyst is CN(C=O)C. The product is [C:1]([C:5]1[C:6]([N+:15]([O-:17])=[O:16])=[CH:7][C:8]([N+:12]([O-:14])=[O:13])=[C:9](/[CH:11]=[CH:36]/[N:38]([CH3:40])[CH3:39])[CH:10]=1)([CH3:4])([CH3:2])[CH3:3]. The yield is 0.680. (3) The reactants are [OH:1][C:2]1[CH:7]=[CH:6][C:5]([CH:8]=[CH:9][C:10]([O:12][CH2:13][CH3:14])=[O:11])=[CH:4][C:3]=1[O:15][CH2:16][CH2:17][CH2:18][O:19][CH3:20]. The catalyst is C(O)C. The product is [OH:1][C:2]1[CH:7]=[CH:6][C:5]([CH2:8][CH2:9][C:10]([O:12][CH2:13][CH3:14])=[O:11])=[CH:4][C:3]=1[O:15][CH2:16][CH2:17][CH2:18][O:19][CH3:20]. The yield is 0.760. (4) The product is [CH3:1][O:2][C:3]1[C:8]([O:9][CH3:10])=[C:7]([O:11][CH3:12])[CH:6]=[C:5]([CH3:13])[C:4]=1[C:14]([C:16]1[C:21]([C:22]([F:25])([F:23])[F:24])=[CH:20][N:19]=[CH:18][C:17]=1[Cl:26])=[O:15]. The catalyst is [O-2].[O-2].[Mn+4].C1(C)C=CC=CC=1. The yield is 0.940. The reactants are [CH3:1][O:2][C:3]1[C:8]([O:9][CH3:10])=[C:7]([O:11][CH3:12])[CH:6]=[C:5]([CH3:13])[C:4]=1[CH:14]([C:16]1[C:21]([C:22]([F:25])([F:24])[F:23])=[CH:20][N:19]=[CH:18][C:17]=1[Cl:26])[OH:15].